From a dataset of Catalyst prediction with 721,799 reactions and 888 catalyst types from USPTO. Predict which catalyst facilitates the given reaction. (1) Reactant: [F:1][C:2]([F:8])([F:7])[CH2:3][CH:4](F)F.[Li]CCCC.[C:14]1([Sn:20](Cl)([C:27]2[CH:32]=[CH:31][CH:30]=[CH:29][CH:28]=2)[C:21]2[CH:26]=[CH:25][CH:24]=[CH:23][CH:22]=2)[CH:19]=[CH:18][CH:17]=[CH:16][CH:15]=1. Product: [F:1][C:2]([F:8])([F:7])[C:3]#[C:4][Sn:20]([C:21]1[CH:22]=[CH:23][CH:24]=[CH:25][CH:26]=1)([C:27]1[CH:32]=[CH:31][CH:30]=[CH:29][CH:28]=1)[C:14]1[CH:15]=[CH:16][CH:17]=[CH:18][CH:19]=1. The catalyst class is: 28. (2) Reactant: [C:1]([CH2:3][C:4]1[CH:12]=[C:11]([O:13][CH3:14])[C:10]([O:15][CH2:16][CH2:17][O:18][CH3:19])=[CH:9][C:5]=1[C:6](O)=[O:7])#[N:2].[NH2:20][C:21]1[CH:25]=[C:24]([CH3:26])[NH:23][N:22]=1. Product: [CH3:14][O:13][C:11]1[CH:12]=[C:4]2[C:5](=[CH:9][C:10]=1[O:15][CH2:16][CH2:17][O:18][CH3:19])[C:6]([OH:7])=[N:2][C:1]([NH:20][C:21]1[CH:25]=[C:24]([CH3:26])[NH:23][N:22]=1)=[CH:3]2. The catalyst class is: 15. (3) Reactant: [CH:1]([N:4]1[C:8]([C:9]2[N:18]=[C:17]3[N:11]([CH2:12][CH2:13][O:14][C:15]4[CH:22]=[C:21]([CH2:23][OH:24])[CH:20]=[CH:19][C:16]=43)[CH:10]=2)=[N:7][CH:6]=[N:5]1)([CH3:3])[CH3:2].ClC(Cl)(Cl)[C:27]([N:29]=C=O)=[O:28].C(N(CC)CC)C. Product: [C:27](=[O:28])([O:24][CH2:23][C:21]1[CH:20]=[CH:19][C:16]2[C:17]3[N:11]([CH:10]=[C:9]([C:8]4[N:4]([CH:1]([CH3:3])[CH3:2])[N:5]=[CH:6][N:7]=4)[N:18]=3)[CH2:12][CH2:13][O:14][C:15]=2[CH:22]=1)[NH2:29]. The catalyst class is: 20. (4) Reactant: [NH:1]1[C:9]2[C:4](=[CH:5][CH:6]=[CH:7][CH:8]=2)[C:3](/[CH:10]=[CH:11]/[C:12]2[CH:20]=[CH:19][CH:18]=[CH:17][C:13]=2[C:14](O)=[O:15])=[N:2]1.[S:21]1[CH:25]=[N:24][N:23]=[C:22]1[NH2:26].C(Cl)CCl.O. Product: [NH:1]1[C:9]2[C:4](=[CH:5][CH:6]=[CH:7][CH:8]=2)[C:3](/[CH:10]=[CH:11]/[C:12]2[CH:20]=[CH:19][CH:18]=[CH:17][C:13]=2[C:14]([NH:26][C:22]2[S:21][CH:25]=[N:24][N:23]=2)=[O:15])=[N:2]1. The catalyst class is: 56.